Dataset: Catalyst prediction with 721,799 reactions and 888 catalyst types from USPTO. Task: Predict which catalyst facilitates the given reaction. (1) Reactant: [CH:1]1[CH:6]=[CH:5][CH:4]=[CH:3][CH:2]=1.[CH2:7]=[CH:8][CH2:9][CH2:10][CH2:11][CH3:12].C1C=CC=CC=1.C=CCCCC. Product: [CH2:7]([C:1]1[CH:6]=[CH:5][CH:4]=[CH:3][CH:2]=1)[CH2:8][CH2:9][CH2:10][CH2:11][CH3:12]. The catalyst class is: 6. (2) Reactant: C(O[C:4](=[O:33])[CH2:5][N:6]1[CH:10]([C:11]2[CH:16]=[CH:15][CH:14]=[CH:13][C:12]=2[F:17])[C:9]([C:25]2[CH:30]=[CH:29][C:28]([F:31])=[CH:27][CH:26]=2)([C:18]2[CH:23]=[CH:22][C:21]([F:24])=[CH:20][CH:19]=2)[O:8][C:7]1=[O:32])C.O.[NH2:35][NH2:36]. Product: [F:17][C:12]1[CH:13]=[CH:14][CH:15]=[CH:16][C:11]=1[C@H:10]1[C:9]([C:18]2[CH:23]=[CH:22][C:21]([F:24])=[CH:20][CH:19]=2)([C:25]2[CH:26]=[CH:27][C:28]([F:31])=[CH:29][CH:30]=2)[O:8][C:7](=[O:32])[N:6]1[CH2:5][C:4]([NH:35][NH2:36])=[O:33]. The catalyst class is: 8.